Predict which catalyst facilitates the given reaction. From a dataset of Catalyst prediction with 721,799 reactions and 888 catalyst types from USPTO. (1) Reactant: [CH3:1][O:2][C:3]1[C:4](C(O)=O)=[CH:5][C:6]2[C:11]([CH:12]=1)=[CH:10][CH:9]=[CH:8][CH:7]=2.CC[N:18]([CH2:21]C)CC.C1C=CC(P(N=[N+]=[N-])(C2C=CC=CC=2)=[O:30])=CC=1.[CH2:40]([OH:47])[C:41]1[CH:46]=[CH:45][CH:44]=[CH:43][CH:42]=1. Product: [C:21]([NH:18][C:5]1[C:6]2[C:11](=[CH:10][CH:9]=[CH:8][CH:7]=2)[CH:12]=[C:3]([O:2][CH3:1])[CH:4]=1)([O:47][CH2:40][C:41]1[CH:46]=[CH:45][CH:44]=[CH:43][CH:42]=1)=[O:30]. The catalyst class is: 11. (2) Reactant: [OH-].[K+:2].[CH3:3][NH:4][CH2:5][CH2:6][S:7]([OH:10])(=[O:9])=[O:8]. Product: [K+:2].[CH3:3][NH:4][CH2:5][CH2:6][S:7]([O-:10])(=[O:9])=[O:8]. The catalyst class is: 6. (3) Reactant: O=P12OP3(OP(OP(O3)(O1)=O)(=O)O2)=O.OP(O)(O)=O.[Cl:20][C:21]1[CH:41]=[CH:40][C:24]([O:25][C:26]2[CH:31]=[CH:30][CH:29]=[CH:28][C:27]=2[CH:32]2[C:36](=O)[CH2:35][N:34]([CH3:38])[C:33]2=[O:39])=[CH:23][CH:22]=1. Product: [Cl:20][C:21]1[CH:41]=[CH:40][C:24]2[O:25][C:26]3[CH:31]=[CH:30][CH:29]=[CH:28][C:27]=3[C:32]3[C:33](=[O:39])[N:34]([CH3:38])[CH2:35][C:36]=3[C:23]=2[CH:22]=1. The catalyst class is: 6. (4) Reactant: [C:1]([OH:7])([C:3]([F:6])([F:5])[F:4])=[O:2].[Br:8][C:9]1[CH:10]=[C:11]2[C:16](=[CH:17][CH:18]=1)[C:15]([CH2:19][N:20]1[C:26](=[O:27])[C@@H:25]([NH:28][C:29](=[O:41])[C@@H:30]([N:32](C)[C:33](=O)OC(C)(C)C)[CH3:31])[CH2:24][O:23][C:22]3[CH:42]=[CH:43][CH:44]=[CH:45][C:21]1=3)=[C:14]([O:46][CH3:47])[CH:13]=[CH:12]2. Product: [F:4][C:3]([F:6])([F:5])[C:1]([OH:7])=[O:2].[Br:8][C:9]1[CH:10]=[C:11]2[C:16](=[CH:17][CH:18]=1)[C:15]([CH2:19][N:20]1[C:21]3[CH:45]=[CH:44][CH:43]=[CH:42][C:22]=3[O:23][CH2:24][C@H:25]([NH:28][C:29](=[O:41])[C@@H:30]([NH:32][CH3:33])[CH3:31])[C:26]1=[O:27])=[C:14]([O:46][CH3:47])[CH:13]=[CH:12]2. The catalyst class is: 2. (5) Reactant: [Br:1][C:2]1[CH:3]=[CH:4][C:5]2[CH:11]3[CH2:12][CH:9]([CH2:10]3)[N:8]3[C:13](I)=[C:14]([C:16]([O:18][CH3:19])=[O:17])[N:15]=[C:7]3[C:6]=2[CH:21]=1.[I-].[CH3:23][C:24]1([CH2:28][Zn+])[CH2:27][O:26][CH2:25]1. Product: [Br:1][C:2]1[CH:3]=[CH:4][C:5]2[CH:11]3[CH2:12][CH:9]([CH2:10]3)[N:8]3[C:13]([CH2:23][C:24]4([CH3:28])[CH2:27][O:26][CH2:25]4)=[C:14]([C:16]([O:18][CH3:19])=[O:17])[N:15]=[C:7]3[C:6]=2[CH:21]=1. The catalyst class is: 44. (6) Reactant: [CH:1]1([N:7]2[CH2:11][CH2:10][CH:9]([CH2:12][C:13]3[CH:22]=[C:21]4[C:16]([CH:17]=[CH:18][C:19]([C:23]5[CH:32]=[CH:31][C:26]([C:27]([O:29]C)=[O:28])=[CH:25][CH:24]=5)=[CH:20]4)=[CH:15][CH:14]=3)[C:8]2=[O:33])[CH2:6][CH2:5][CH2:4][CH2:3][CH2:2]1.O[Li].O.O1CCOCC1.Cl. Product: [CH:1]1([N:7]2[CH2:11][CH2:10][CH:9]([CH2:12][C:13]3[CH:22]=[C:21]4[C:16]([CH:17]=[CH:18][C:19]([C:23]5[CH:24]=[CH:25][C:26]([C:27]([OH:29])=[O:28])=[CH:31][CH:32]=5)=[CH:20]4)=[CH:15][CH:14]=3)[C:8]2=[O:33])[CH2:2][CH2:3][CH2:4][CH2:5][CH2:6]1. The catalyst class is: 6. (7) Reactant: [OH:1][C:2]1[CH:7]=[CH:6][C:5]([C@@H:8]2[N:13]3[CH2:14][CH2:15][N:16]([C:18]([C:20]4[CH:21]=[N:22][C:23]([C:26]([F:29])([F:28])[F:27])=[CH:24][CH:25]=4)=[O:19])[CH2:17][C@@H:12]3[CH2:11][CH2:10][CH2:9]2)=[C:4]([CH3:30])[C:3]=1[CH3:31].[OH-].[K+].Br[CH2:35][CH2:36][O:37][Si:38]([C:41]([CH3:44])([CH3:43])[CH3:42])([CH3:40])[CH3:39]. Product: [C:41]([Si:38]([CH3:40])([CH3:39])[O:37][CH2:36][CH2:35][O:1][C:2]1[CH:7]=[CH:6][C:5]([C@@H:8]2[N:13]3[CH2:14][CH2:15][N:16]([C:18]([C:20]4[CH:21]=[N:22][C:23]([C:26]([F:29])([F:28])[F:27])=[CH:24][CH:25]=4)=[O:19])[CH2:17][C@@H:12]3[CH2:11][CH2:10][CH2:9]2)=[C:4]([CH3:30])[C:3]=1[CH3:31])([CH3:44])([CH3:43])[CH3:42]. The catalyst class is: 10.